This data is from Full USPTO retrosynthesis dataset with 1.9M reactions from patents (1976-2016). The task is: Predict the reactants needed to synthesize the given product. (1) Given the product [CH:21]1([CH2:19][NH:18][C:16]2[N:17]=[C:13]3[CH:12]=[CH:11][CH:10]=[C:9]([C:6]4[CH:5]=[CH:4][C:3]([O:2][CH3:1])=[CH:8][CH:7]=4)[N:14]3[N:15]=2)[CH2:22][CH2:23]1, predict the reactants needed to synthesize it. The reactants are: [CH3:1][O:2][C:3]1[CH:8]=[CH:7][C:6]([C:9]2[N:14]3[N:15]=[C:16]([NH:18][C:19]([CH:21]4[CH2:23][CH2:22]4)=O)[N:17]=[C:13]3[CH:12]=[CH:11][CH:10]=2)=[CH:5][CH:4]=1. (2) Given the product [N+:1]([C:4]1[CH:5]=[CH:6][C:7]2[O:12][C@@:11]([CH:14]([O:17][CH3:18])[O:15][CH3:16])([CH3:13])[C@H:10]([OH:19])[C@@H:9]([N:20]3[C:24]4[CH:25]=[CH:26][CH:27]=[CH:28][C:23]=4[N:22]([CH3:33])[C:21]3=[N:29][C:30]#[N:31])[C:8]=2[CH:32]=1)([O-:3])=[O:2], predict the reactants needed to synthesize it. The reactants are: [N+:1]([C:4]1[CH:5]=[CH:6][C:7]2[O:12][C@@:11]([CH:14]([O:17][CH3:18])[O:15][CH3:16])([CH3:13])[C@H:10]([OH:19])[C@@H:9]([N:20]3[C:24]4[CH:25]=[CH:26][CH:27]=[CH:28][C:23]=4[NH:22][C:21]3=[N:29][C:30]#[N:31])[C:8]=2[CH:32]=1)([O-:3])=[O:2].[C:33]([O-])([O-])=O.[K+].[K+].CI.C([O-])(O)=O.[Na+]. (3) The reactants are: [CH3:1][O:2][C:3](=[O:28])[NH:4][CH:5]([C:9]([N:11]1[CH2:15][CH2:14][CH2:13][CH:12]1[C:16]1[NH:17][C:18]([C:21]2[CH:26]=[CH:25][C:24](Br)=[CH:23][CH:22]=2)=[CH:19][N:20]=1)=[O:10])[CH:6]([CH3:8])[CH3:7].[C:29]([Si:31]([CH3:34])([CH3:33])[CH3:32])#[CH:30].C(N(CC)CC)C. Given the product [CH3:1][O:2][C:3](=[O:28])[NH:4][CH:5]([C:9]([N:11]1[CH2:15][CH2:14][CH2:13][CH:12]1[C:16]1[NH:17][C:18]([C:21]2[CH:26]=[CH:25][C:24]([C:30]#[C:29][Si:31]([CH3:34])([CH3:33])[CH3:32])=[CH:23][CH:22]=2)=[CH:19][N:20]=1)=[O:10])[CH:6]([CH3:8])[CH3:7], predict the reactants needed to synthesize it. (4) Given the product [Br:11][C:12]1[CH:13]=[C:14]([CH:15]=[CH:16][CH:17]=1)[O:18][CH2:2][C:3]12[O:9][C:6]([CH3:10])([CH2:7][CH2:8]1)[CH2:5][CH2:4]2, predict the reactants needed to synthesize it. The reactants are: I[CH2:2][C:3]12[O:9][C:6]([CH3:10])([CH2:7][CH2:8]1)[CH2:5][CH2:4]2.[Br:11][C:12]1[CH:13]=[C:14]([OH:18])[CH:15]=[CH:16][CH:17]=1.C(=O)([O-])[O-].[K+].[K+]. (5) Given the product [Cl:1][C:2]1[N:19]=[C:18]([Cl:20])[CH:17]=[CH:16][C:3]=1[C:4]([C:6](=[CH:12][NH:36][C@@H:34]1[CH2:35][C@@H:33]1[F:32])[C:7]([O:9][CH2:10][CH3:11])=[O:8])=[O:5], predict the reactants needed to synthesize it. The reactants are: [Cl:1][C:2]1[N:19]=[C:18]([Cl:20])[CH:17]=[CH:16][C:3]=1[C:4]([C:6](=[CH:12]OCC)[C:7]([O:9][CH2:10][CH3:11])=[O:8])=[O:5].C1(C)C=CC(S(O)(=O)=O)=CC=1.[F:32][C@H:33]1[CH2:35][C@H:34]1[NH2:36].C(N(CC)CC)C. (6) Given the product [F:42][C:27]([F:26])([F:41])[C:28]1[CH:32]=[C:31]([C:33]([F:36])([F:34])[F:35])[N:30]([CH2:37][C:38]([N:23]2[CH2:24][CH2:25][CH:20]([C:18]3[N:19]=[C:15]([C:7]4[CH:8]=[C:9]([C:11]([CH3:14])([CH3:13])[CH3:12])[CH:10]=[C:5]([C:1]([CH3:2])([CH3:3])[CH3:4])[CH:6]=4)[S:16][CH:17]=3)[CH2:21][CH2:22]2)=[O:39])[N:29]=1, predict the reactants needed to synthesize it. The reactants are: [C:1]([C:5]1[CH:6]=[C:7]([C:15]2[S:16][CH:17]=[C:18]([CH:20]3[CH2:25][CH2:24][NH:23][CH2:22][CH2:21]3)[N:19]=2)[CH:8]=[C:9]([C:11]([CH3:14])([CH3:13])[CH3:12])[CH:10]=1)([CH3:4])([CH3:3])[CH3:2].[F:26][C:27]([F:42])([F:41])[C:28]1[CH:32]=[C:31]([C:33]([F:36])([F:35])[F:34])[N:30]([CH2:37][C:38](O)=[O:39])[N:29]=1. (7) Given the product [C:17](=[O:20])([S:19][CH2:6][CH2:7][N:8]([CH3:16])[CH2:9][C:10]([CH3:11])([N+:12]([O-:14])=[O:13])[CH3:15])[CH3:18], predict the reactants needed to synthesize it. The reactants are: CS(O[CH2:6][CH2:7][N:8]([CH3:16])[CH2:9][C:10]([CH3:15])([N+:12]([O-:14])=[O:13])[CH3:11])(=O)=O.[C:17]([O-:20])(=[S:19])[CH3:18].[K+].